From a dataset of Reaction yield outcomes from USPTO patents with 853,638 reactions. Predict the reaction yield, written as a fraction of the theoretical maximum amount of product (1.0 means a 100% yield; for example, 0.34 means a 34% yield). (1) The reactants are [C:1]([C:5]1([CH2:15][O:16][CH3:17])[CH2:10][O:9][C:8]([CH:12]([CH3:14])[CH3:13])([CH3:11])[O:7][CH2:6]1)([CH3:4])([CH3:3])[CH3:2].[CH2:18](OCC)C.C[Mg]I.CCCCCC.C(OCC)(=O)C.C(N(CC)CC)C. The catalyst is C1(C)C=CC=CC=1. The product is [CH3:17][O:16][CH2:15][C:5]([CH2:6][O:7][C:8]([CH:12]([CH3:14])[CH3:13])([CH3:18])[CH3:11])([C:1]([CH3:2])([CH3:3])[CH3:4])[CH2:10][OH:9]. The yield is 0.750. (2) The reactants are Cl.[F:2][C:3]1[CH:8]=[CH:7][C:6]([C@H:9]2[C:14](=[O:15])[O:13][CH2:12][CH2:11][N:10]2[CH2:16][C:17]2[CH:22]=[CH:21][CH:20]=[CH:19][CH:18]=2)=[CH:5][CH:4]=1.COC(=O)C(N)C1C=CC(F)=CC=1.FC(F)(F)C(O)=O. The catalyst is C(OC(C)C)(=O)C. The product is [CH2:16]([N:10]1[CH:11]=[CH:12][O:13][C:14](=[O:15])[C@@H:9]1[C:6]1[CH:5]=[CH:4][C:3]([F:2])=[CH:8][CH:7]=1)[C:17]1[CH:18]=[CH:19][CH:20]=[CH:21][CH:22]=1. The yield is 0.970. (3) The catalyst is ClCCl. The product is [C:1]([O:5][C:6](=[O:7])[NH:8][C@H:9]([CH2:29][C:30]1[CH:35]=[C:34]([F:36])[C:33]([F:37])=[CH:32][C:31]=1[F:38])[CH2:10][C:11]([N:13]1[CH2:18][CH2:17][N:16]2[C:19]([C:25]([F:28])([F:26])[F:27])=[N:20][C:21]([C:22](=[O:23])[NH:45][CH2:44][CH2:43][S:40]([CH3:39])(=[O:42])=[O:41])=[C:15]2[CH2:14]1)=[O:12])([CH3:2])([CH3:4])[CH3:3]. The yield is 0.340. The reactants are [C:1]([O:5][C:6]([NH:8][C@H:9]([CH2:29][C:30]1[CH:35]=[C:34]([F:36])[C:33]([F:37])=[CH:32][C:31]=1[F:38])[CH2:10][C:11]([N:13]1[CH2:18][CH2:17][N:16]2[C:19]([C:25]([F:28])([F:27])[F:26])=[N:20][C:21]([C:22](O)=[O:23])=[C:15]2[CH2:14]1)=[O:12])=[O:7])([CH3:4])([CH3:3])[CH3:2].[CH3:39][S:40]([CH2:43][CH2:44][NH2:45])(=[O:42])=[O:41].O=C1N([ClH]P([ClH]N2CCOC2=O)=O)CCO1.C(N(CC)CC)C. (4) The reactants are [OH:1][C:2]1[CH:7]=[CH:6][C:5]([S:8][CH2:9][CH2:10][CH2:11][C:12]([OH:14])=O)=[CH:4][CH:3]=1.[CH:15]([O:18][C:19]1[CH:27]=[CH:26][CH:25]=[CH:24][C:20]=1[CH2:21][NH:22][CH3:23])([CH3:17])[CH3:16]. No catalyst specified. The product is [OH:1][C:2]1[CH:3]=[CH:4][C:5]([S:8][CH2:9][CH2:10][CH2:11][C:12]([N:22]([CH2:21][C:20]2[CH:24]=[CH:25][CH:26]=[CH:27][C:19]=2[O:18][CH:15]([CH3:17])[CH3:16])[CH3:23])=[O:14])=[CH:6][CH:7]=1. The yield is 0.530. (5) The reactants are Cl[C:2]([O:4][CH2:5][CH3:6])=[O:3].[CH:7]1[C:13]([NH2:14])=[N:12][C:10](=[O:11])[N:9]([C@@H:15]2[O:19][C@H:18]([CH2:20][OH:21])[C@@H:17]([OH:22])[C:16]2([F:24])[F:23])[CH:8]=1.Cl. No catalyst specified. The product is [F:24][C:16]1([F:23])[C@H:17]([OH:22])[C@@H:18]([CH2:20][OH:21])[O:19][C@H:15]1[N:9]1[CH:8]=[CH:7][C:13]([NH:14][C:2]([O:4][CH2:5][CH3:6])=[O:3])=[N:12][C:10]1=[O:11]. The yield is 0.640. (6) The reactants are Br[C:2]1[S:6][C:5]([NH:7][C:8]([NH:10][C:11]2[CH:16]=[CH:15][C:14]([CH3:17])=[CH:13][C:12]=2[C:18]([CH:20]2[CH2:24][CH2:23][CH2:22][CH2:21]2)=[O:19])=[O:9])=[N:4][CH:3]=1.[SH:25][C:26]1[CH:31]=[CH:30][CH:29]=[CH:28][N:27]=1. No catalyst specified. The product is [CH:20]1([C:18]([C:12]2[CH:13]=[C:14]([CH3:17])[CH:15]=[CH:16][C:11]=2[NH:10][C:8]([NH:7][C:5]2[S:6][C:2]([S:25][C:26]3[CH:31]=[CH:30][CH:29]=[CH:28][N:27]=3)=[CH:3][N:4]=2)=[O:9])=[O:19])[CH2:24][CH2:23][CH2:22][CH2:21]1. The yield is 0.320. (7) The reactants are C([N:8]1[C@H:13]([C:14]([O:16][CH3:17])=[O:15])[C@H:12]2[CH2:18][C@@H:9]1[CH2:10][CH2:11]2)C1C=CC=CC=1.[CH3:31][C:30]([O:29][C:27](O[C:27]([O:29][C:30]([CH3:33])([CH3:32])[CH3:31])=[O:28])=[O:28])([CH3:33])[CH3:32]. The catalyst is [Pd].C(O)C. The product is [C@@H:9]12[CH2:18][C@@H:12]([CH2:11][CH2:10]1)[C@@H:13]([C:14]([O:16][CH3:17])=[O:15])[N:8]2[C:27]([O:29][C:30]([CH3:31])([CH3:32])[CH3:33])=[O:28]. The yield is 0.870.